This data is from Catalyst prediction with 721,799 reactions and 888 catalyst types from USPTO. The task is: Predict which catalyst facilitates the given reaction. (1) Reactant: [Cl:1][CH2:2][CH:3]1[C:7]2=[C:8]3[C:17]4[C:12]([C:13](=[O:19])[NH:14][O:15][C:16]=4[CH:18]=[C:6]2[N:5]([C:20]([O:22]C(C)(C)C)=O)[CH2:4]1)=[CH:11][CH:10]=[CH:9]3.CCN(CC)CC.[NH:34]1[C:42]2[C:37](=[CH:38][CH:39]=[CH:40][CH:41]=2)[CH:36]=[C:35]1[C:43]([NH:45][C:46]1[CH:47]=[C:48]2[C:52](=[CH:53][CH:54]=1)[NH:51][C:50](C(OC1C(F)=C(F)C(F)=C(F)C=1F)=O)=[CH:49]2)=[O:44]. Product: [Cl:1][CH2:2][CH:3]1[C:7]2=[C:8]3[C:17]4[C:12]([C:13](=[O:19])[NH:14][O:15][C:16]=4[CH:18]=[C:6]2[N:5]([C:20]([C:50]2[NH:51][C:52]4[C:48]([CH:49]=2)=[CH:47][C:46]([NH:45][C:43]([C:35]2[NH:34][C:42]5[C:37]([CH:36]=2)=[CH:38][CH:39]=[CH:40][CH:41]=5)=[O:44])=[CH:54][CH:53]=4)=[O:22])[CH2:4]1)=[CH:11][CH:10]=[CH:9]3. The catalyst class is: 818. (2) Reactant: [F:1][C:2]1[CH:47]=[CH:46][C:5]([C:6]([NH:8][C@:9]([C:35]2[CH:40]=[CH:39][C:38]([F:41])=[C:37]([O:42][CH:43]([CH3:45])[CH3:44])[CH:36]=2)([C:21]2[CH:26]=[C:25]([O:27][C:28]([F:33])([F:32])[CH:29]([F:31])[F:30])[CH:24]=[C:23]([F:34])[CH:22]=2)[CH2:10][C:11]2[CH:20]=[CH:19][C:14]([C:15](OC)=[O:16])=[CH:13][CH:12]=2)=[O:7])=[CH:4][C:3]=1[C:48]([F:51])([F:50])[F:49].C([BH-](CC)CC)C.[Li+]. Product: [F:1][C:2]1[CH:47]=[CH:46][C:5]([C:6]([NH:8][C@:9]([C:35]2[CH:40]=[CH:39][C:38]([F:41])=[C:37]([O:42][CH:43]([CH3:45])[CH3:44])[CH:36]=2)([C:21]2[CH:26]=[C:25]([O:27][C:28]([F:32])([F:33])[CH:29]([F:30])[F:31])[CH:24]=[C:23]([F:34])[CH:22]=2)[CH2:10][C:11]2[CH:20]=[CH:19][C:14]([CH2:15][OH:16])=[CH:13][CH:12]=2)=[O:7])=[CH:4][C:3]=1[C:48]([F:51])([F:50])[F:49]. The catalyst class is: 1. (3) Product: [Cl:1][C:2]1[CH:10]=[CH:9][C:8]2[N:7](/[CH:11]=[C:12](/[C:18]3[CH:19]=[CH:20][C:21]([F:24])=[CH:22][CH:23]=3)\[CH2:13][CH2:14][CH2:15][CH3:16])[C:6]3[CH2:25][CH2:26][N:27]([CH3:29])[CH2:28][C:5]=3[C:4]=2[CH:3]=1. Reactant: [Cl:1][C:2]1[CH:10]=[CH:9][C:8]2[N:7]([CH2:11][C:12]([C:18]3[CH:23]=[CH:22][C:21]([F:24])=[CH:20][CH:19]=3)(O)[CH2:13][CH2:14][CH2:15][CH3:16])[C:6]3[CH2:25][CH2:26][N:27]([CH3:29])[CH2:28][C:5]=3[C:4]=2[CH:3]=1.[OH-].[K+]. The catalyst class is: 309. (4) Reactant: CS(C)=O.C(Cl)(=O)C(Cl)=O.[C:11]([C:13]1[CH:18]=[CH:17][C:16]([N:19]2[C:26](=[O:27])[C:22]3([CH2:25][CH2:24][CH2:23]3)[N:21]([C:28]3[CH:33]=[CH:32][C:31]([CH2:34][CH2:35][CH2:36][C:37]([NH2:39])=O)=[CH:30][CH:29]=3)[C:20]2=[S:40])=[CH:15][C:14]=1[C:41]([F:44])([F:43])[F:42])#[N:12]. Product: [C:37]([CH2:36][CH2:35][CH2:34][C:31]1[CH:30]=[CH:29][C:28]([N:21]2[C:20](=[S:40])[N:19]([C:16]3[CH:17]=[CH:18][C:13]([C:11]#[N:12])=[C:14]([C:41]([F:44])([F:42])[F:43])[CH:15]=3)[C:26](=[O:27])[C:22]32[CH2:23][CH2:24][CH2:25]3)=[CH:33][CH:32]=1)#[N:39]. The catalyst class is: 4. (5) Reactant: [NH2:1][C:2]1([C:7]([NH2:9])=[O:8])[CH2:6][CH2:5][CH2:4][CH2:3]1.[Br:10][C:11]1[CH:19]=[CH:18][C:14]([C:15](O)=[O:16])=[CH:13][CH:12]=1.CCN=C=NCCCN(C)C.C1C=CC2N(O)N=NC=2C=1.CCN(C(C)C)C(C)C. Product: [Br:10][C:11]1[CH:19]=[CH:18][C:14]([C:15]([NH:1][C:2]2([C:7](=[O:8])[NH2:9])[CH2:6][CH2:5][CH2:4][CH2:3]2)=[O:16])=[CH:13][CH:12]=1. The catalyst class is: 3. (6) Reactant: [C:1]([Si:5]([CH3:14])([CH3:13])[O:6][CH2:7][C:8]([CH3:12])([CH3:11])[CH2:9][OH:10])([CH3:4])([CH3:3])[CH3:2].C(N(CC)CC)C.[CH3:22][S:23](Cl)(=[O:25])=[O:24].O. Product: [C:1]([Si:5]([CH3:14])([CH3:13])[O:6][CH2:7][C:8]([CH3:12])([CH3:11])[CH2:9][O:10][S:23]([CH3:22])(=[O:25])=[O:24])([CH3:4])([CH3:3])[CH3:2]. The catalyst class is: 4. (7) Reactant: Br[C:2]1[CH:11]=[CH:10][CH:9]=[C:8]2[C:3]=1[CH:4]=[C:5]([O:13][CH3:14])[C:6](=[O:12])[NH:7]2.[F:15][C:16]1[CH:21]=[CH:20][C:19](B(O)O)=[CH:18][CH:17]=1.C([O-])([O-])=O.[Na+].[Na+]. Product: [F:15][C:16]1[CH:21]=[CH:20][C:19]([C:2]2[CH:11]=[CH:10][CH:9]=[C:8]3[C:3]=2[CH:4]=[C:5]([O:13][CH3:14])[C:6](=[O:12])[NH:7]3)=[CH:18][CH:17]=1. The catalyst class is: 70.